From a dataset of Catalyst prediction with 721,799 reactions and 888 catalyst types from USPTO. Predict which catalyst facilitates the given reaction. (1) Reactant: [NH:1]([C:8](=O)[CH2:9][N:10]1[C:18]2[CH:17]=[CH:16][CH:15]=[CH:14][C:13]=2[C:12]2[CH2:19][CH2:20][N:21](C(OC(C)(C)C)=O)[CH2:22][CH2:23][C:11]1=2)[C:2]1[CH:7]=[CH:6][CH:5]=[CH:4][CH:3]=1.[H-].[H-].[H-].[H-].[Li+].[Al+3]. Product: [CH2:19]1[C:12]2[C:13]3[CH:14]=[CH:15][CH:16]=[CH:17][C:18]=3[N:10]([CH2:9][CH2:8][NH:1][C:2]3[CH:7]=[CH:6][CH:5]=[CH:4][CH:3]=3)[C:11]=2[CH2:23][CH2:22][NH:21][CH2:20]1. The catalyst class is: 1. (2) Reactant: [CH3:1][C:2]1[C:10]2[C:9]([CH2:11][CH:12]3[N:16]4[CH:17]=[CH:18][CH:19]=[CH:20][C:15]4=[N:14][C:13]3=O)=[CH:8][S:7][C:6]=2[CH:5]=[CH:4][CH:3]=1.COC1C=CC(P2(=S)SP(=S)(C3C=CC(OC)=CC=3)[S:31]2)=CC=1. Product: [CH3:1][C:2]1[C:10]2[C:9]([CH2:11][CH:12]3[N:16]4[CH:17]=[CH:18][CH:19]=[CH:20][C:15]4=[N:14][C:13]3=[S:31])=[CH:8][S:7][C:6]=2[CH:5]=[CH:4][CH:3]=1. The catalyst class is: 11. (3) Reactant: [NH2:1][C:2]1[N:6]([CH:7]([CH3:9])[CH3:8])[N:5]=[CH:4][C:3]=1[C:10]#[N:11].[N+:12]([C:15]1[CH:23]=[CH:22][C:18]([C:19](Cl)=[O:20])=[CH:17][CH:16]=1)([O-:14])=[O:13].C(N(CC)CC)C. Product: [C:10]([C:3]1[CH:4]=[N:5][N:6]([CH:7]([CH3:9])[CH3:8])[C:2]=1[NH:1][C:19](=[O:20])[C:18]1[CH:17]=[CH:16][C:15]([N+:12]([O-:14])=[O:13])=[CH:23][CH:22]=1)#[N:11]. The catalyst class is: 4. (4) Reactant: [Cr](Cl)([O-])(=O)=O.[NH+]1C=CC=CC=1.[Cl:12][C:13]1[C:18]([N+:19]([O-:21])=[O:20])=[CH:17][CH:16]=[CH:15][C:14]=1[CH2:22][OH:23]. Product: [Cl:12][C:13]1[C:18]([N+:19]([O-:21])=[O:20])=[CH:17][CH:16]=[CH:15][C:14]=1[CH:22]=[O:23]. The catalyst class is: 4. (5) Product: [F:26][C:27]1[C:32]([C:2]2[CH:3]=[C:4]([CH2:16][N:17]([CH3:25])[C:18](=[O:24])[O:19][C:20]([CH3:23])([CH3:22])[CH3:21])[S:5][C:6]=2[S:7]([C:10]2[CH:15]=[CH:14][CH:13]=[CH:12][CH:11]=2)(=[O:9])=[O:8])=[CH:31][CH:30]=[CH:29][N:28]=1. The catalyst class is: 103. Reactant: Br[C:2]1[CH:3]=[C:4]([CH2:16][N:17]([CH3:25])[C:18](=[O:24])[O:19][C:20]([CH3:23])([CH3:22])[CH3:21])[S:5][C:6]=1[S:7]([C:10]1[CH:15]=[CH:14][CH:13]=[CH:12][CH:11]=1)(=[O:9])=[O:8].[F:26][C:27]1[C:32](B(O)O)=[CH:31][CH:30]=[CH:29][N:28]=1.C(=O)([O-])[O-].[Na+].[Na+].COCCOC. (6) Reactant: Br[C:2]1[CH:3]=[C:4]([C:8]2[N:13]([CH2:14][C:15]3[CH:20]=[CH:19][C:18]([CH3:21])=[CH:17][C:16]=3[CH3:22])[C:12](=[O:23])[C:11]([C:24]#[N:25])=[C:10]([C:26]([F:29])([F:28])[F:27])[CH:9]=2)[CH:5]=[CH:6][CH:7]=1.[CH2:30]([O:32][C:33]([C:35]1[NH:36][C:37]2[C:42]([CH:43]=1)=[CH:41][CH:40]=[C:39](B1OC(C)(C)C(C)(C)O1)[CH:38]=2)=[O:34])[CH3:31].C([O-])([O-])=O.[K+].[K+].N#N. Product: [C:24]([C:11]1[C:12](=[O:23])[N:13]([CH2:14][C:15]2[CH:20]=[CH:19][C:18]([CH3:21])=[CH:17][C:16]=2[CH3:22])[C:8]([C:4]2[CH:3]=[C:2]([C:39]3[CH:38]=[C:37]4[C:42]([CH:43]=[C:35]([C:33]([O:32][CH2:30][CH3:31])=[O:34])[NH:36]4)=[CH:41][CH:40]=3)[CH:7]=[CH:6][CH:5]=2)=[CH:9][C:10]=1[C:26]([F:28])([F:27])[F:29])#[N:25]. The catalyst class is: 108. (7) The catalyst class is: 142. Reactant: [CH3:1][C:2]1[C:7]([C:8]([OH:11])([CH3:10])[CH3:9])=[CH:6][CH:5]=[CH:4][N:3]=1.[CH3:12][C:13](OC(C)=O)=[O:14]. Product: [CH3:10][C:8]([O:11][C:13](=[O:14])[CH3:12])([C:7]1[C:2]([CH3:1])=[N:3][CH:4]=[CH:5][CH:6]=1)[CH3:9].